Dataset: Forward reaction prediction with 1.9M reactions from USPTO patents (1976-2016). Task: Predict the product of the given reaction. (1) Given the reactants [Br:1]C1C2C(=CC=CC=2)NN=1.[Cl-].[NH4+:12].CCN(C(C)C)[CH:16]([CH3:18])[CH3:17].CN(C(ON1N=[N:37][C:32]2[CH:33]=[CH:34][CH:35]=[N:36][C:31]1=2)=[N+](C)C)C.F[P-](F)(F)(F)(F)F.[Li+].[OH-:47], predict the reaction product. The product is: [Br:1][C:31]1[CH:17]=[CH:16][CH:18]=[C:33]2[C:32]=1[NH:37][N:12]=[C:34]2[C:35]([NH2:36])=[O:47]. (2) Given the reactants [CH2:1]1[C:9]2[C:4](=[CH:5][CH:6]=[CH:7][CH:8]=2)[CH2:3][CH:2]1[NH:10][CH2:11][C:12]1[CH:17]=[CH:16][C:15](/[CH:18]=[CH:19]/[CH3:20])=[CH:14][C:13]=1[N+:21]([O-])=O.[H][H], predict the reaction product. The product is: [NH2:21][C:13]1[CH:14]=[C:15]([CH2:18][CH2:19][CH3:20])[CH:16]=[CH:17][C:12]=1[CH2:11][NH:10][CH:2]1[CH2:3][C:4]2[C:9](=[CH:8][CH:7]=[CH:6][CH:5]=2)[CH2:1]1. (3) Given the reactants [C:1]([NH:9][NH2:10])(=[O:8])[C:2]1[CH:7]=[CH:6][CH:5]=[N:4][CH:3]=1.[CH:11](O)=[O:12], predict the reaction product. The product is: [CH:11]([N:9]([C:1](=[O:8])[C:2]1[CH:7]=[CH:6][CH:5]=[N:4][CH:3]=1)[NH2:10])=[O:12].